Dataset: Forward reaction prediction with 1.9M reactions from USPTO patents (1976-2016). Task: Predict the product of the given reaction. (1) Given the reactants [CH2:1]([O:5][C:6]1[C:7]([C:11]2[CH:12]=[N:13][CH:14]=[CH:15][CH:16]=2)=[N:8][NH:9][CH:10]=1)[CH2:2][CH2:3][CH3:4].[CH3:17]SC1C(C2C=NC=CC=2)=NNC=1, predict the reaction product. The product is: [CH2:1]([O:5][C:6]1[C:7]([C:11]2[CH2:12][N:13]([CH3:17])[CH2:14][CH2:15][CH:16]=2)=[N:8][NH:9][CH:10]=1)[CH2:2][CH2:3][CH3:4]. (2) Given the reactants CS(N1CCC2C(=CC=C(O)C=2)C1)(=O)=O.[CH3:16][S:17]([N:20]1[CH2:29][CH2:28][C:27]2[C:22](=[CH:23][CH:24]=[C:25]([O:30][CH2:31][C:32]3[CH:33]=[C:34]4[C:39](=[CH:40][CH:41]=3)[CH2:38][N:37]([C:42]([O:44][CH:45]([CH3:47])[CH3:46])=[O:43])[CH2:36][CH2:35]4)[CH:26]=2)[CH2:21]1)(=[O:19])=[O:18].CS(OCC1C=C2C(=CC=1)CN(C(OC(C)C)=O)CC2)(=O)=O.C([O-])([O-])=O.[Cs+].[Cs+].CN(C=O)C, predict the reaction product. The product is: [CH3:16][S:17]([N:20]1[CH2:29][CH2:28][C:27]2[C:22](=[CH:23][CH:24]=[C:25]([O:30][CH2:31][C:32]3[CH:33]=[C:34]4[C:39](=[CH:40][CH:41]=3)[CH2:38][N:37]([C:42]([O:44][CH:45]([CH3:47])[CH3:46])=[O:43])[CH2:36][CH2:35]4)[CH:26]=2)[CH2:21]1)(=[O:18])=[O:19]. (3) Given the reactants [Cl:1][C:2]1[C:10]([Cl:11])=[C:9]2[C:5]([CH2:6][C:7]([CH:14]3[CH2:18][CH2:17][CH2:16][CH2:15]3)([CH3:13])[C:8]2=[O:12])=[CH:4][C:3]=1[O:19][CH2:20][CH2:21][CH2:22][C:23]#[N:24].[N:25]([Si](C)(C)C)=[N+:26]=[N-:27].C([Sn](=O)CCCC)CCC, predict the reaction product. The product is: [Cl:1][C:2]1[C:10]([Cl:11])=[C:9]2[C:5]([CH2:6][C:7]([CH:14]3[CH2:18][CH2:17][CH2:16][CH2:15]3)([CH3:13])[C:8]2=[O:12])=[CH:4][C:3]=1[O:19][CH2:20][CH2:21][CH2:22][C:23]1[NH:27][N:26]=[N:25][N:24]=1.